Predict which catalyst facilitates the given reaction. From a dataset of Catalyst prediction with 721,799 reactions and 888 catalyst types from USPTO. Reactant: [CH:1]1([C:4](Cl)=[O:5])[CH2:3][CH2:2]1.CCN(CC)CC.[C:14]([SiH2:18][O:19][C:20]([CH3:31])([CH3:30])[C:21]1[CH:22]=[C:23]([CH:26]=[CH:27][C:28]=1[Cl:29])[CH2:24][NH2:25])([CH3:17])([CH3:16])[CH3:15]. Product: [C:14]([SiH2:18][O:19][C:20]([CH3:31])([CH3:30])[C:21]1[CH:22]=[C:23]([CH:26]=[CH:27][C:28]=1[Cl:29])[CH2:24][NH:25][C:4]([CH:1]1[CH2:3][CH2:2]1)=[O:5])([CH3:17])([CH3:15])[CH3:16]. The catalyst class is: 2.